From a dataset of Catalyst prediction with 721,799 reactions and 888 catalyst types from USPTO. Predict which catalyst facilitates the given reaction. Reactant: [H-].[Na+].[CH2:3]([OH:10])[C:4]1[CH:9]=[CH:8][CH:7]=[CH:6][CH:5]=1.[Br:11][C:12]1[CH:13]=[C:14]2[C:19](=[CH:20][CH:21]=1)[N:18]=[CH:17][CH:16]=[C:15]2Cl. Product: [CH2:3]([O:10][C:15]1[C:14]2[C:19](=[CH:20][CH:21]=[C:12]([Br:11])[CH:13]=2)[N:18]=[CH:17][CH:16]=1)[C:4]1[CH:9]=[CH:8][CH:7]=[CH:6][CH:5]=1. The catalyst class is: 3.